Dataset: Reaction yield outcomes from USPTO patents with 853,638 reactions. Task: Predict the reaction yield, written as a fraction of the theoretical maximum amount of product (1.0 means a 100% yield; for example, 0.34 means a 34% yield). (1) The reactants are [Cl:1][C:2]1[CH:7]=[CH:6][C:5]([CH2:8][OH:9])=[C:4]([F:10])[CH:3]=1.Cl[C:12]1[CH:17]=[C:16](I)[CH:15]=[CH:14][N:13]=1.C([O-])([O-])=[O:20].[Cs+].[Cs+].N1C2C(=CC=C3C=2N=CC=C3)C=CC=1. The catalyst is C1(C)C=CC=CC=1.[Cu]I.C(O)=O.O. The product is [Cl:1][C:2]1[CH:7]=[CH:6][C:5]([CH2:8][O:9][C:16]2[CH:15]=[CH:14][NH:13][C:12](=[O:20])[CH:17]=2)=[C:4]([F:10])[CH:3]=1. The yield is 0.280. (2) The reactants are Br[C:2]1[CH:11]=[CH:10][C:5]([C:6]([O:8][CH3:9])=[O:7])=[CH:4][C:3]=1[CH3:12].[C:13]1([CH3:22])[CH:18]=[CH:17][CH:16]=[CH:15][C:14]=1B(O)O.C(=O)([O-])[O-].[K+].[K+]. The catalyst is C1(C)C=CC=CC=1.O.C1C=CC([P]([Pd]([P](C2C=CC=CC=2)(C2C=CC=CC=2)C2C=CC=CC=2)([P](C2C=CC=CC=2)(C2C=CC=CC=2)C2C=CC=CC=2)[P](C2C=CC=CC=2)(C2C=CC=CC=2)C2C=CC=CC=2)(C2C=CC=CC=2)C2C=CC=CC=2)=CC=1. The product is [CH3:12][C:3]1[CH:4]=[C:5]([C:6]([O:8][CH3:9])=[O:7])[CH:10]=[CH:11][C:2]=1[C:14]1[CH:15]=[CH:16][CH:17]=[CH:18][C:13]=1[CH3:22]. The yield is 0.950. (3) The reactants are [CH2:1]([N:3]([C:12]1[CH:13]=[CH:14][CH:15]=[C:16]2[C:20]=1[NH:19][C:18]([C:21]1[S:22][C:23]([CH2:26]O)=[CH:24][N:25]=1)=[CH:17]2)[S:4]([C:7]1[S:8][CH:9]=[CH:10][CH:11]=1)(=[O:6])=[O:5])[CH3:2].CN(C)C=O.O1CCCC1.S(Cl)([Cl:40])=O. The catalyst is C(OCC)(=O)C.[Cl-].[Na+].O. The product is [Cl:40][CH2:26][C:23]1[S:22][C:21]([C:18]2[NH:19][C:20]3[C:16]([CH:17]=2)=[CH:15][CH:14]=[CH:13][C:12]=3[N:3]([CH2:1][CH3:2])[S:4]([C:7]2[S:8][CH:9]=[CH:10][CH:11]=2)(=[O:6])=[O:5])=[N:25][CH:24]=1. The yield is 0.910. (4) The reactants are Cl[CH2:2][CH2:3][O:4][C:5]1[C:13]2[C:8](=[N:9][CH:10]=[N:11][C:12]=2[NH:14][C:15]2[CH:20]=[CH:19][C:18]([O:21][CH2:22][C:23]3[CH:28]=[CH:27][CH:26]=[CH:25][N:24]=3)=[C:17]([Cl:29])[CH:16]=2)[NH:7][N:6]=1.[CH2:30]1[CH2:36][O:35][CH2:34][CH2:33][NH:32][CH2:31]1. No catalyst specified. The product is [Cl:29][C:17]1[CH:16]=[C:15]([NH:14][C:12]2[N:11]=[CH:10][N:9]=[C:8]3[NH:7][N:6]=[C:5]([O:4][CH2:3][CH2:2][N:32]4[CH2:31][CH2:30][CH2:36][O:35][CH2:34][CH2:33]4)[C:13]=23)[CH:20]=[CH:19][C:18]=1[O:21][CH2:22][C:23]1[CH:28]=[CH:27][CH:26]=[CH:25][N:24]=1. The yield is 0.200. (5) The reactants are [Cl:1][C:2]1[CH:7]=[CH:6][C:5]([C:8]2[CH:13]=[CH:12][C:11]([C:14]([N:16]3[CH2:21][CH2:20][N:19](C(OC(C)(C)C)=O)[CH2:18][CH2:17]3)=[O:15])=[C:10]([F:29])[CH:9]=2)=[C:4]([F:30])[CH:3]=1.Cl. The catalyst is O1CCOCC1. The product is [ClH:1].[Cl:1][C:2]1[CH:7]=[CH:6][C:5]([C:8]2[CH:13]=[CH:12][C:11]([C:14]([N:16]3[CH2:17][CH2:18][NH:19][CH2:20][CH2:21]3)=[O:15])=[C:10]([F:29])[CH:9]=2)=[C:4]([F:30])[CH:3]=1. The yield is 0.780. (6) The reactants are [C:1]([NH:9][C:10]1[S:11][C:12]([C:21]([O:23]CC)=[O:22])=[C:13]([C:15]2[CH:20]=[CH:19][CH:18]=[CH:17][CH:16]=2)[N:14]=1)(=[O:8])[C:2]1[CH:7]=[CH:6][CH:5]=[CH:4][CH:3]=1.[OH-].[Li+]. The catalyst is O1CCCC1.O. The product is [C:1]([NH:9][C:10]1[S:11][C:12]([C:21]([OH:23])=[O:22])=[C:13]([C:15]2[CH:20]=[CH:19][CH:18]=[CH:17][CH:16]=2)[N:14]=1)(=[O:8])[C:2]1[CH:7]=[CH:6][CH:5]=[CH:4][CH:3]=1. The yield is 0.590. (7) The reactants are [CH2:1]([O:8][CH:9]1[CH2:12][CH:11]([NH:13][C:14](=[O:34])[NH:15][C:16]2[N:17]=[CH:18][N:19]([CH2:26][C:27]3[CH:32]=[CH:31][C:30]([Cl:33])=[CH:29][CH:28]=3)[C:20]=2[C:21]([O:23]CC)=O)[CH2:10]1)[C:2]1[CH:7]=[CH:6][CH:5]=[CH:4][CH:3]=1.[O-]CC.[Na+]. The catalyst is C(O)C. The product is [CH2:1]([O:8][CH:9]1[CH2:10][CH:11]([N:13]2[C:21](=[O:23])[C:20]3[N:19]([CH2:26][C:27]4[CH:32]=[CH:31][C:30]([Cl:33])=[CH:29][CH:28]=4)[CH:18]=[N:17][C:16]=3[NH:15][C:14]2=[O:34])[CH2:12]1)[C:2]1[CH:7]=[CH:6][CH:5]=[CH:4][CH:3]=1. The yield is 0.855.